From a dataset of Full USPTO retrosynthesis dataset with 1.9M reactions from patents (1976-2016). Predict the reactants needed to synthesize the given product. (1) Given the product [CH3:38][C:24]([NH:23][CH2:22][CH:21]([C:12]1[CH:11]=[C:10]([OH:9])[CH:19]=[C:18]2[C:13]=1[CH:14]=[CH:15][C:16](=[O:20])[NH:17]2)[OH:39])([CH3:37])[CH2:25][CH2:26][N:27]1[C:31]2[CH:32]=[CH:33][CH:34]=[CH:35][C:30]=2[NH:29][C:28]1=[O:36], predict the reactants needed to synthesize it. The reactants are: Cl.C([O:9][C:10]1[CH:19]=[C:18]2[C:13]([CH:14]=[CH:15][C:16](=[O:20])[NH:17]2)=[C:12]([CH:21]([OH:39])[CH2:22][NH:23][C:24]([CH3:38])([CH3:37])[CH2:25][CH2:26][N:27]2[C:31]3[CH:32]=[CH:33][CH:34]=[CH:35][C:30]=3[NH:29][C:28]2=[O:36])[CH:11]=1)C1C=CC=CC=1.Cl. (2) The reactants are: Cl.Cl.Cl.[Cl:4][C:5]1[CH:6]=[CH:7][C:8]([NH:11][C:12]([C:14]2[O:22][C:21]3[C:16](=[N:17][CH:18]=[CH:19][CH:20]=3)[C:15]=2[NH:23][C:24]([C@H:26]2[CH2:31][CH2:30][C@H:29]([NH:32][CH3:33])[CH2:28][CH2:27]2)=[O:25])=[O:13])=[N:9][CH:10]=1.[C:34]([O:38][C:39]([NH:41][CH2:42][CH2:43][CH:44]=O)=[O:40])([CH3:37])([CH3:36])[CH3:35].C(OC(OCC)CCN)C.C(O[BH-](OC(=O)C)OC(=O)C)(=O)C.[Na+].C(=O)([O-])O.[Na+]. Given the product [Cl:4][C:5]1[CH:6]=[CH:7][C:8]([NH:11][C:12]([C:14]2[O:22][C:21]3[C:16](=[N:17][CH:18]=[CH:19][CH:20]=3)[C:15]=2[NH:23][C:24]([C@H:26]2[CH2:31][CH2:30][C@H:29]([N:32]([CH3:33])[CH2:44][CH2:43][CH2:42][NH:41][C:39](=[O:40])[O:38][C:34]([CH3:35])([CH3:36])[CH3:37])[CH2:28][CH2:27]2)=[O:25])=[O:13])=[N:9][CH:10]=1, predict the reactants needed to synthesize it. (3) Given the product [C:15]([N:19]1[C:23]2=[N:24][C:25]([S:14][C:11]3[CH:12]=[CH:13][C:8]([F:7])=[CH:9][CH:10]=3)=[N:26][C:27]([NH:28][C:29]3[CH:33]=[C:32]([CH3:34])[NH:31][N:30]=3)=[C:22]2[CH:21]=[N:20]1)([CH3:18])([CH3:17])[CH3:16], predict the reactants needed to synthesize it. The reactants are: CC(C)([O-])C.[K+].[F:7][C:8]1[CH:13]=[CH:12][C:11]([SH:14])=[CH:10][CH:9]=1.[C:15]([N:19]1[C:23]2=[N:24][C:25](Cl)=[N:26][C:27]([NH:28][C:29]3[CH:33]=[C:32]([CH3:34])[NH:31][N:30]=3)=[C:22]2[CH:21]=[N:20]1)([CH3:18])([CH3:17])[CH3:16]. (4) Given the product [CH3:25][C:26]1[CH:31]=[CH:30][C:29]([S:32]([N:22]2[CH2:23][CH2:24][CH:19]([C:10]3[C:9]4[C:13](=[C:14]([C:16]([NH2:18])=[O:17])[CH:15]=[C:7]([C:1]5[CH:2]=[CH:3][CH:4]=[CH:5][CH:6]=5)[CH:8]=4)[NH:12][CH:11]=3)[CH2:20][CH2:21]2)(=[O:34])=[O:33])=[CH:28][CH:27]=1, predict the reactants needed to synthesize it. The reactants are: [C:1]1([C:7]2[CH:8]=[C:9]3[C:13](=[C:14]([C:16]([NH2:18])=[O:17])[CH:15]=2)[NH:12][CH:11]=[C:10]3[CH:19]2[CH2:24][CH2:23][NH:22][CH2:21][CH2:20]2)[CH:6]=[CH:5][CH:4]=[CH:3][CH:2]=1.[CH3:25][C:26]1[CH:31]=[CH:30][C:29]([S:32](Cl)(=[O:34])=[O:33])=[CH:28][CH:27]=1.C(N(CC)CC)C. (5) Given the product [CH:29]1([N:24]([CH2:23][CH2:22][NH:7][CH2:8][CH2:9][C:10]2[C:15]3[O:16][CH2:17][C:18](=[O:20])[NH:19][C:14]=3[C:13]([OH:21])=[CH:12][CH:11]=2)[C:25](=[O:28])[CH2:14][CH2:15][O:16][CH3:17])[CH2:34][CH2:33][CH2:32][CH2:31][CH2:30]1, predict the reactants needed to synthesize it. The reactants are: C(OC(=O)[N:7]([CH2:22][CH2:23][N:24]([CH:29]1[CH2:34][CH2:33][CH2:32][CH2:31][CH2:30]1)[C:25](=[O:28])C=C)[CH2:8][CH2:9][C:10]1[C:15]2[O:16][CH2:17][C:18](=[O:20])[NH:19][C:14]=2[C:13]([OH:21])=[CH:12][CH:11]=1)(C)(C)C. (6) Given the product [Cl:16][C:17]1[CH:25]=[CH:24][C:23]2[N:22]([CH2:26][C:27]([O:29][CH2:30][CH3:31])=[O:28])[C@H:21]3[CH2:32][CH2:33][N:34]([C:9]([O:11][C:12]([CH3:13])([CH3:14])[CH3:15])=[O:10])[CH2:35][CH2:36][C@H:20]3[C:19]=2[C:18]=1[Cl:37], predict the reactants needed to synthesize it. The reactants are: [CH3:13][C:12]([O:11][C:9](O[C:9]([O:11][C:12]([CH3:15])([CH3:14])[CH3:13])=[O:10])=[O:10])([CH3:15])[CH3:14].[Cl:16][C:17]1[CH:25]=[CH:24][C:23]2[N:22]([CH2:26][C:27]([O:29][CH2:30][CH3:31])=[O:28])[C@H:21]3[CH2:32][CH2:33][NH:34][CH2:35][CH2:36][C@H:20]3[C:19]=2[C:18]=1[Cl:37].[OH-].[Na+].